This data is from Catalyst prediction with 721,799 reactions and 888 catalyst types from USPTO. The task is: Predict which catalyst facilitates the given reaction. (1) Reactant: [N:1]1[CH:6]=[CH:5][C:4]([C:7]2[CH:8]=[C:9]([CH:14]=[CH:15][CH:16]=2)[C:10]([O:12]C)=[O:11])=[CH:3][CH:2]=1.[OH-].[Na+]. Product: [N:1]1[CH:6]=[CH:5][C:4]([C:7]2[CH:8]=[C:9]([CH:14]=[CH:15][CH:16]=2)[C:10]([OH:12])=[O:11])=[CH:3][CH:2]=1. The catalyst class is: 5. (2) Reactant: Cl.[CH3:2][Si:3]([CH3:9])([CH3:8])[CH2:4][CH2:5][O:6][NH2:7].[CH:10](=O)[C:11]1[CH:16]=[CH:15][CH:14]=[CH:13][CH:12]=1. Product: [CH3:2][Si:3]([CH3:9])([CH3:8])[CH2:4][CH2:5][O:6][N:7]=[CH:10][C:11]1[CH:16]=[CH:15][CH:14]=[CH:13][CH:12]=1. The catalyst class is: 8. (3) Reactant: [CH3:1][O:2][CH2:3][N:4]1[CH:8]=[C:7]([N+:9]([O-])=O)[N:6]=[C:5]1[C:12]([O:14][CH2:15][CH3:16])=[O:13].[H][H].[CH:19]1([C:24](Cl)=[O:25])[CH2:23][CH2:22][CH2:21][CH2:20]1. Product: [CH:19]1([C:24]([NH:9][C:7]2[N:6]=[C:5]([C:12]([O:14][CH2:15][CH3:16])=[O:13])[N:4]([CH2:3][O:2][CH3:1])[CH:8]=2)=[O:25])[CH2:23][CH2:22][CH2:21][CH2:20]1. The catalyst class is: 123. (4) Reactant: [F:1][C:2]1[CH:7]=[C:6]([S:8][C:9]([F:12])([F:11])[F:10])[CH:5]=[CH:4][C:3]=1[N:13]([CH3:23])[C:14]([NH:16][CH:17]1[CH2:22][CH2:21][O:20][CH2:19][CH2:18]1)=[O:15].C(N(C(C)C)CC)(C)C.[F:33][C:34]1[CH:42]=[CH:41][CH:40]=[C:39]([F:43])[C:35]=1[C:36](Cl)=[O:37].C(OCC)(=O)C. Product: [F:33][C:34]1[CH:42]=[CH:41][CH:40]=[C:39]([F:43])[C:35]=1[C:36]([N:16]([CH:17]1[CH2:18][CH2:19][O:20][CH2:21][CH2:22]1)[C:14]([N:13]([C:3]1[CH:4]=[CH:5][C:6]([S:8][C:9]([F:12])([F:11])[F:10])=[CH:7][C:2]=1[F:1])[CH3:23])=[O:15])=[O:37]. The catalyst class is: 11. (5) Reactant: [CH2:1]([O:8][C:9]([C:11]1([C:24]([O:26][CH2:27][C:28]2[CH:33]=[CH:32][CH:31]=[CH:30][CH:29]=2)=[O:25])[CH2:16][CH2:15][CH2:14][N:13](CC2C=CC=CC=2)[CH2:12]1)=[O:10])[C:2]1[CH:7]=[CH:6][CH:5]=[CH:4][CH:3]=1.C(=O)([O-])[O-].[Na+].[Na+].Cl[C:41]([O:43][CH2:44][C:45]([Cl:48])([Cl:47])[Cl:46])=[O:42]. Product: [CH2:27]([O:26][C:24]([C:11]1([C:9]([O:8][CH2:1][C:2]2[CH:7]=[CH:6][CH:5]=[CH:4][CH:3]=2)=[O:10])[CH2:16][CH2:15][CH2:14][N:13]([C:41]([O:43][CH2:44][C:45]([Cl:48])([Cl:47])[Cl:46])=[O:42])[CH2:12]1)=[O:25])[C:28]1[CH:29]=[CH:30][CH:31]=[CH:32][CH:33]=1. The catalyst class is: 22. (6) The catalyst class is: 13. Reactant: [Cl-].O[NH3+:3].[C:4](=[O:7])([O-])[OH:5].[Na+].CS(C)=O.[O:13]1[C:17]2[CH:18]=[CH:19][C:20]([O:22][C:23]3[C:28](=[O:29])[N:27]([CH2:30][C:31]4[CH:36]=[CH:35][C:34]([C:37]5[C:38]([C:43]#[N:44])=[CH:39][CH:40]=[CH:41][CH:42]=5)=[CH:33][CH:32]=4)[C:26]([CH2:45][CH2:46][CH3:47])=[N:25][C:24]=3[CH2:48][CH3:49])=[CH:21][C:16]=2[O:15][CH2:14]1. Product: [O:13]1[C:17]2[CH:18]=[CH:19][C:20]([O:22][C:23]3[C:28](=[O:29])[N:27]([CH2:30][C:31]4[CH:36]=[CH:35][C:34]([C:37]5[CH:42]=[CH:41][CH:40]=[CH:39][C:38]=5[C:43]5[NH:3][C:4](=[O:7])[O:5][N:44]=5)=[CH:33][CH:32]=4)[C:26]([CH2:45][CH2:46][CH3:47])=[N:25][C:24]=3[CH2:48][CH3:49])=[CH:21][C:16]=2[O:15][CH2:14]1. (7) Reactant: C(NC(C)C)(C)C.[Li]CCCC.[C:13]([O:18][CH3:19])(=[O:17])[CH:14]([CH3:16])[CH3:15].I[CH2:21][CH2:22][CH2:23][CH:24]([CH3:26])[CH3:25].CN1C(=O)N(C)CCC1. Product: [CH3:19][O:18][C:13](=[O:17])[C:14]([CH3:16])([CH3:15])[CH2:21][CH2:22][CH2:23][CH:24]([CH3:26])[CH3:25]. The catalyst class is: 134. (8) Reactant: [CH3:1][N:2]([CH3:5])[CH:3]=O.O(Cl)[Cl:7].[P+5].[F:10][C:11]1[CH:12]=[C:13]([CH2:17][CH2:18][C:19]2[CH:20]=[CH:21][C:22]3[O:27][CH2:26][C:25](=O)[NH:24][C:23]=3[CH:29]=2)[CH:14]=[CH:15][CH:16]=1. Product: [Cl:7][C:25]1[C:26](=[CH:3][N:2]([CH3:5])[CH3:1])[O:27][C:22]2[CH:21]=[CH:20][C:19]([CH2:18][CH2:17][C:13]3[CH:14]=[CH:15][CH:16]=[C:11]([F:10])[CH:12]=3)=[CH:29][C:23]=2[N:24]=1. The catalyst class is: 22.